From a dataset of NCI-60 drug combinations with 297,098 pairs across 59 cell lines. Regression. Given two drug SMILES strings and cell line genomic features, predict the synergy score measuring deviation from expected non-interaction effect. (1) Drug 1: CC1OCC2C(O1)C(C(C(O2)OC3C4COC(=O)C4C(C5=CC6=C(C=C35)OCO6)C7=CC(=C(C(=C7)OC)O)OC)O)O. Drug 2: C1=NC2=C(N=C(N=C2N1C3C(C(C(O3)CO)O)O)F)N. Cell line: NCI/ADR-RES. Synergy scores: CSS=18.0, Synergy_ZIP=-10.4, Synergy_Bliss=-6.63, Synergy_Loewe=-24.2, Synergy_HSA=-6.66. (2) Drug 1: COC1=C2C(=CC3=C1OC=C3)C=CC(=O)O2. Drug 2: C1C(C(OC1N2C=NC(=NC2=O)N)CO)O. Cell line: OVCAR-4. Synergy scores: CSS=18.4, Synergy_ZIP=0.606, Synergy_Bliss=5.20, Synergy_Loewe=-12.7, Synergy_HSA=-1.14. (3) Drug 1: CC1CCC2CC(C(=CC=CC=CC(CC(C(=O)C(C(C(=CC(C(=O)CC(OC(=O)C3CCCCN3C(=O)C(=O)C1(O2)O)C(C)CC4CCC(C(C4)OC)OCCO)C)C)O)OC)C)C)C)OC. Drug 2: CC1C(C(CC(O1)OC2CC(CC3=C2C(=C4C(=C3O)C(=O)C5=CC=CC=C5C4=O)O)(C(=O)C)O)N)O. Cell line: COLO 205. Synergy scores: CSS=57.8, Synergy_ZIP=1.36, Synergy_Bliss=1.83, Synergy_Loewe=6.54, Synergy_HSA=7.13. (4) Drug 1: CN(C)C1=NC(=NC(=N1)N(C)C)N(C)C. Drug 2: C1=CC=C(C=C1)NC(=O)CCCCCCC(=O)NO. Cell line: HCC-2998. Synergy scores: CSS=-5.53, Synergy_ZIP=1.19, Synergy_Bliss=-5.68, Synergy_Loewe=-49.5, Synergy_HSA=-10.1. (5) Cell line: SK-MEL-2. Drug 1: C1=C(C(=O)NC(=O)N1)N(CCCl)CCCl. Drug 2: CN(C)C1=NC(=NC(=N1)N(C)C)N(C)C. Synergy scores: CSS=17.8, Synergy_ZIP=4.87, Synergy_Bliss=14.2, Synergy_Loewe=10.1, Synergy_HSA=10.7. (6) Drug 1: C1=C(C(=O)NC(=O)N1)N(CCCl)CCCl. Drug 2: C1=NNC2=C1C(=O)NC=N2. Cell line: HS 578T. Synergy scores: CSS=6.59, Synergy_ZIP=-2.23, Synergy_Bliss=2.26, Synergy_Loewe=-6.07, Synergy_HSA=-0.393. (7) Drug 1: C1CCC(C1)C(CC#N)N2C=C(C=N2)C3=C4C=CNC4=NC=N3. Drug 2: C1C(C(OC1N2C=C(C(=O)NC2=O)F)CO)O. Cell line: SF-295. Synergy scores: CSS=48.9, Synergy_ZIP=5.28, Synergy_Bliss=5.96, Synergy_Loewe=-9.38, Synergy_HSA=7.40.